Dataset: Reaction yield outcomes from USPTO patents with 853,638 reactions. Task: Predict the reaction yield, written as a fraction of the theoretical maximum amount of product (1.0 means a 100% yield; for example, 0.34 means a 34% yield). (1) The reactants are [CH3:1][N:2]1[CH:6]=[C:5]([C:7]2[CH:12]=C(C#N)[CH:10]=[CH:9][N:8]=2)[N:4]=[CH:3]1.[OH-:15].[Na+].[CH3:17][CH2:18][OH:19]. No catalyst specified. The product is [CH3:1][N:2]1[CH:6]=[C:5]([C:7]2[CH:12]=[C:17]([C:18]([OH:15])=[O:19])[CH:10]=[CH:9][N:8]=2)[N:4]=[CH:3]1. The yield is 0.400. (2) The reactants are C(O)(C(F)(F)F)=O.[O:8]=[C:9]1[CH:14]=[C:13]([C:15]2[CH:20]=[CH:19][N:18]=[C:17]([NH:21][CH:22]3[CH2:27][CH2:26][O:25][CH2:24][CH2:23]3)[N:16]=2)[CH:12]=[CH:11][N:10]1[CH2:28][C:29]1[N:30](C(OC(C)(C)C)=O)[C:31]2[C:36]([CH:37]=1)=[CH:35][CH:34]=[CH:33][CH:32]=2.C([O-])(O)=O.[Na+].CC#N. The catalyst is ClCCl. The product is [NH:30]1[C:31]2[C:36](=[CH:35][CH:34]=[CH:33][CH:32]=2)[CH:37]=[C:29]1[CH2:28][N:10]1[CH:11]=[CH:12][C:13]([C:15]2[CH:20]=[CH:19][N:18]=[C:17]([NH:21][CH:22]3[CH2:27][CH2:26][O:25][CH2:24][CH2:23]3)[N:16]=2)=[CH:14][C:9]1=[O:8]. The yield is 0.600. (3) The reactants are Br[C:2]1[CH:3]=[C:4]([CH:10]=[CH:11][C:12]([O:14]CC)=[O:13])[CH:5]=[CH:6][C:7]=1[O:8][CH3:9].[CH2:17]([O:20][C:21]1[C:26]([C:27]([CH3:30])([CH3:29])[CH3:28])=[CH:25][C:24]([C:31]([CH3:34])([CH3:33])[CH3:32])=[CH:23][C:22]=1B(O)O)[CH2:18][CH3:19]. No catalyst specified. The product is [C:27]([C:26]1[C:21]([O:20][CH2:17][CH2:18][CH3:19])=[C:22]([C:2]2[C:7]([O:8][CH3:9])=[CH:6][CH:5]=[C:4]([CH:10]=[CH:11][C:12]([OH:14])=[O:13])[CH:3]=2)[CH:23]=[C:24]([C:31]([CH3:34])([CH3:33])[CH3:32])[CH:25]=1)([CH3:30])([CH3:28])[CH3:29]. The yield is 0.760. (4) The reactants are Br[C:2]1[CH:14]=[CH:13][C:5]2[O:6][C:7]3[CH:12]=[CH:11][CH:10]=[CH:9][C:8]=3[C:4]=2[CH:3]=1.C([Li])CCC.[B:20](OC)([O:23]C)[O:21]C.Cl. The catalyst is CCCCCC.C1COCC1. The product is [CH:3]1[C:4]2[C:8]3[CH:9]=[CH:10][CH:11]=[CH:12][C:7]=3[O:6][C:5]=2[CH:13]=[CH:14][C:2]=1[B:20]([OH:23])[OH:21]. The yield is 0.720. (5) The reactants are [F:1][C:2]([F:13])([F:12])[C:3]1[CH:11]=[CH:10][C:6]([C:7](O)=[O:8])=[CH:5][CH:4]=1.[N+:14]([O-])([OH:16])=[O:15]. The catalyst is S(=O)(=O)(O)O. The product is [N+:14]([C:4]1[CH:5]=[C:6]([CH2:7][OH:8])[CH:10]=[CH:11][C:3]=1[C:2]([F:13])([F:12])[F:1])([O-:16])=[O:15]. The yield is 0.200. (6) The reactants are [H-].[Na+].[CH2:3]([OH:10])[C:4]1[CH:9]=[CH:8][CH:7]=[CH:6][CH:5]=1.F[C:12]1[CH:21]=[C:20]([F:22])[CH:19]=[C:18]2[C:13]=1[C:14](=[O:23])[NH:15][CH:16]=[N:17]2. The catalyst is CN(C=O)C. The product is [CH2:3]([O:10][C:12]1[CH:21]=[C:20]([F:22])[CH:19]=[C:18]2[C:13]=1[C:14](=[O:23])[NH:15][CH:16]=[N:17]2)[C:4]1[CH:9]=[CH:8][CH:7]=[CH:6][CH:5]=1. The yield is 0.340. (7) The reactants are [O-][Mn](=O)(=O)=O.[K+].[N+:7]([O-:21])([O:9][CH2:10][CH2:11][CH2:12][C:13]1[CH:18]=[CH:17][C:16]([CH:19]=[O:20])=[CH:15][CH:14]=1)=[O:8].CC[O:24]C(C)=O.C(O)=O.C(O)(=O)C(O)=O. The catalyst is CC(C)=O. The product is [N+:7]([O:9][CH2:10][CH2:11][CH2:12][C:13]1[CH:18]=[CH:17][C:16]([C:19]([OH:24])=[O:20])=[CH:15][CH:14]=1)([O-:21])=[O:8]. The yield is 0.890.